Dataset: Full USPTO retrosynthesis dataset with 1.9M reactions from patents (1976-2016). Task: Predict the reactants needed to synthesize the given product. (1) Given the product [Br:1][C:2]1[N:7]=[C:6]([C:8]2[CH2:13][CH2:12][C:11]([CH3:14])([CH3:15])[CH2:10][CH:9]=2)[C:5]([NH:16][C:33]([C:22]2[N:23]([CH2:25][O:26][CH2:27][CH2:28][Si:29]([CH3:32])([CH3:31])[CH3:30])[CH:24]=[C:20]([C:18]#[N:19])[N:21]=2)=[O:34])=[CH:4][CH:3]=1, predict the reactants needed to synthesize it. The reactants are: [Br:1][C:2]1[N:7]=[C:6]([C:8]2[CH2:13][CH2:12][C:11]([CH3:15])([CH3:14])[CH2:10][CH:9]=2)[C:5]([NH2:16])=[CH:4][CH:3]=1.[K+].[C:18]([C:20]1[N:21]=[C:22]([C:33]([O-])=[O:34])[N:23]([CH2:25][O:26][CH2:27][CH2:28][Si:29]([CH3:32])([CH3:31])[CH3:30])[CH:24]=1)#[N:19].C1CN([P+](Br)(N2CCCC2)N2CCCC2)CC1.F[P-](F)(F)(F)(F)F.CCN(C(C)C)C(C)C. (2) Given the product [N:1]1[CH:6]=[CH:5][C:4]([CH2:7][NH:8][C:10](=[O:11])[O:12][C:13]2[CH:14]=[CH:15][C:16]([N+:19]([O-:21])=[O:20])=[CH:17][CH:18]=2)=[CH:3][CH:2]=1, predict the reactants needed to synthesize it. The reactants are: [N:1]1[CH:6]=[CH:5][C:4]([CH2:7][NH2:8])=[CH:3][CH:2]=1.Cl[C:10]([O:12][C:13]1[CH:18]=[CH:17][C:16]([N+:19]([O-:21])=[O:20])=[CH:15][CH:14]=1)=[O:11].